From a dataset of Forward reaction prediction with 1.9M reactions from USPTO patents (1976-2016). Predict the product of the given reaction. (1) Given the reactants [CH2:1]([C:4]1[CH:5]=[CH:6][C:7]([S:15]([C:18]2[CH:23]=[CH:22][C:21]([CH2:24][C@H:25]([NH:27][C:28](=[O:33])[C:29]([F:32])([F:31])[F:30])[CH3:26])=[CH:20][CH:19]=2)(=[O:17])=[O:16])=[C:8]([CH:14]=1)[C:9]([O:11][CH2:12][CH3:13])=[O:10])[CH:2]=[CH2:3].[H][H], predict the reaction product. The product is: [CH2:1]([C:4]1[CH:5]=[CH:6][C:7]([S:15]([C:18]2[CH:23]=[CH:22][C:21]([CH2:24][C@H:25]([NH:27][C:28](=[O:33])[C:29]([F:30])([F:31])[F:32])[CH3:26])=[CH:20][CH:19]=2)(=[O:17])=[O:16])=[C:8]([CH:14]=1)[C:9]([O:11][CH2:12][CH3:13])=[O:10])[CH2:2][CH3:3]. (2) Given the reactants C([C:3]1[CH:8]=[CH:7][CH:6]=[CH:5][C:4]=1[OH:9])#N.Cl.C([N:13]([CH2:16]C)CC)C.[N-:18]=[N+:19]=[N-:20].[Na+], predict the reaction product. The product is: [N:13]1[CH:16]=[N:20][N:19]([C:3]2[CH:8]=[CH:7][CH:6]=[CH:5][C:4]=2[OH:9])[N:18]=1. (3) Given the reactants [NH2:1][C:2]1[CH:10]=[CH:9][CH:8]=[C:7]2[C:3]=1[C:4](=[O:21])[N:5]([C:12]1([CH3:20])[CH2:17][CH2:16][C:15](=[O:18])[NH:14][C:13]1=[O:19])[C:6]2=[O:11].[C:22](Cl)(=[O:29])[CH2:23][CH2:24][CH2:25][CH2:26][CH2:27][CH3:28].CO, predict the reaction product. The product is: [CH3:20][C:12]1([N:5]2[C:4](=[O:21])[C:3]3[C:7](=[CH:8][CH:9]=[CH:10][C:2]=3[NH:1][C:22](=[O:29])[CH2:23][CH2:24][CH2:25][CH2:26][CH2:27][CH3:28])[C:6]2=[O:11])[CH2:17][CH2:16][C:15](=[O:18])[NH:14][C:13]1=[O:19]. (4) Given the reactants [CH3:1][O:2][C:3](=[O:22])[C:4]([CH3:21])([C:6]1[CH:11]=[CH:10][C:9]([C:12](=[O:20])[NH:13][CH:14]2[CH2:19][CH2:18][NH:17][CH2:16][CH2:15]2)=[CH:8][CH:7]=1)[CH3:5].[CH2:23]([O:25][C:26]1[CH:27]=[C:28]([CH:31]=[C:32]([O:35][CH2:36][CH3:37])[C:33]=1[F:34])[CH:29]=O)[CH3:24].C([BH3-])#N.[Na+].C(N(C(C)C)C(C)C)C, predict the reaction product. The product is: [CH3:1][O:2][C:3](=[O:22])[C:4]([C:6]1[CH:7]=[CH:8][C:9]([C:12](=[O:20])[NH:13][CH:14]2[CH2:15][CH2:16][N:17]([CH2:29][C:28]3[CH:31]=[C:32]([O:35][CH2:36][CH3:37])[C:33]([F:34])=[C:26]([O:25][CH2:23][CH3:24])[CH:27]=3)[CH2:18][CH2:19]2)=[CH:10][CH:11]=1)([CH3:5])[CH3:21]. (5) Given the reactants C([Li])CCC.CC1(C)CCCC(C)(C)N1.[C:16]([O:20][C:21]([N:23]1[CH:28]2[CH2:29][CH2:30][CH:24]1[CH2:25][C:26](=[O:31])[CH2:27]2)=[O:22])([CH3:19])([CH3:18])[CH3:17].[N:32]1[CH:37]=[CH:36][CH:35]=[CH:34][N:33]=1.[Cl-].[NH4+], predict the reaction product. The product is: [C:16]([O:20][C:21]([N:23]1[CH:28]2[CH2:29][CH2:30][CH:24]1[CH2:25][C:26]([OH:31])([C:37]1[N:32]=[N:33][CH:34]=[CH:35][CH:36]=1)[CH2:27]2)=[O:22])([CH3:19])([CH3:17])[CH3:18]. (6) Given the reactants [Cl:1][C:2]1[CH:7]=[CH:6][N:5]=[C:4]([N:8]2[C:12]([CH3:13])=[C:11]([C:14]([OH:16])=[O:15])[CH:10]=[N:9]2)[CH:3]=1.CN([CH:20]=[C:21]([C:29](=O)C)[C:22](OC(C)(C)C)=O)C, predict the reaction product. The product is: [Cl:1][C:2]1[CH:7]=[CH:6][N:5]=[C:4]([N:8]2[C:12]([CH3:13])=[C:11]([C:14]([O:16][C:21]([CH3:29])([CH3:22])[CH3:20])=[O:15])[CH:10]=[N:9]2)[CH:3]=1. (7) Given the reactants [CH3:1][N:2]1[C:7]2[C:8](C)=[CH:9][NH:10][C:6]=2[C:5](=[O:12])[N:4]([CH3:13])[C:3]1=[O:14].Br[CH2:16][C:17]([NH:19][C:20]1[S:21][CH:22]=[C:23]([C:25]2[CH:30]=[C:29]([Cl:31])[C:28]([O:32][CH2:33][CH2:34][C:35]([F:38])([F:37])[F:36])=[C:27]([Cl:39])[CH:26]=2)[N:24]=1)=[O:18].[H-].[Na+], predict the reaction product. The product is: [Cl:39][C:27]1[CH:26]=[C:25]([C:23]2[N:24]=[C:20]([NH:19][C:17](=[O:18])[CH2:16][N:10]3[C:6]4[C:5](=[O:12])[N:4]([CH3:13])[C:3](=[O:14])[N:2]([CH3:1])[C:7]=4[CH:8]=[CH:9]3)[S:21][CH:22]=2)[CH:30]=[C:29]([Cl:31])[C:28]=1[O:32][CH2:33][CH2:34][C:35]([F:36])([F:37])[F:38].